Predict the reactants needed to synthesize the given product. From a dataset of Full USPTO retrosynthesis dataset with 1.9M reactions from patents (1976-2016). Given the product [CH3:21][CH:22]1[NH:27][CH2:26][CH2:25][N:24]([C:2]2[CH:10]=[CH:9][CH:8]=[C:7]3[C:3]=2[CH:4]=[CH:5][N:6]3[S:11]([C:14]2[CH:19]=[CH:18][CH:17]=[CH:16][C:15]=2[CH3:20])(=[O:13])=[O:12])[CH2:23]1, predict the reactants needed to synthesize it. The reactants are: Br[C:2]1[CH:10]=[CH:9][CH:8]=[C:7]2[C:3]=1[CH:4]=[CH:5][N:6]2[S:11]([C:14]1[CH:19]=[CH:18][CH:17]=[CH:16][C:15]=1[CH3:20])(=[O:13])=[O:12].[CH3:21][CH:22]1[NH:27][CH2:26][CH2:25][NH:24][CH2:23]1.